This data is from Full USPTO retrosynthesis dataset with 1.9M reactions from patents (1976-2016). The task is: Predict the reactants needed to synthesize the given product. (1) Given the product [CH3:16][C:14]1([CH3:17])[CH2:13][C:7]2[CH:8]=[C:9]3[N:5]([CH2:4][CH2:3][NH:2][C:10]3=[O:11])[C:6]=2[CH2:15]1, predict the reactants needed to synthesize it. The reactants are: Cl.[NH2:2][CH2:3][CH2:4][N:5]1[C:9]([C:10](O)=[O:11])=[CH:8][C:7]2[CH2:13][C:14]([CH3:17])([CH3:16])[CH2:15][C:6]1=2.[O-]CC.[Na+]. (2) Given the product [Br:30][C:24]1[CH:25]=[CH:26][C:27]([Br:29])=[CH:28][C:23]=1[CH:19]1[CH2:18][CH:17]([S:9][C:5]2[CH:6]=[CH:7][CH:8]=[C:3]([C:2]([F:1])([F:10])[F:11])[CH:4]=2)[CH2:22][CH2:21][O:20]1, predict the reactants needed to synthesize it. The reactants are: [F:1][C:2]([F:11])([F:10])[C:3]1[CH:4]=[C:5]([SH:9])[CH:6]=[CH:7][CH:8]=1.CS(O[CH:17]1[CH2:22][CH2:21][O:20][CH:19]([C:23]2[CH:28]=[C:27]([Br:29])[CH:26]=[CH:25][C:24]=2[Br:30])[CH2:18]1)(=O)=O.C([O-])([O-])=O.[K+].[K+]. (3) Given the product [Br:10][C:7]1[CH:8]=[CH:9][C:4]([CH2:3][OH:2])=[CH:5][C:6]=1[CH3:11], predict the reactants needed to synthesize it. The reactants are: C[O:2][C:3](=O)[C:4]1[CH:9]=[CH:8][C:7]([Br:10])=[C:6]([CH3:11])[CH:5]=1.[H-].C([Al+]CC(C)C)C(C)C. (4) Given the product [Cl:1][C:2]1[C:11]2[C:6](=[CH:7][CH:8]=[C:9]([C:28]([F:31])([F:30])[F:29])[CH:10]=2)[N:5]=[CH:4][C:3]=1[C:12]([O:14][CH2:15][CH3:16])=[O:13], predict the reactants needed to synthesize it. The reactants are: [Cl:1][C:2]1[C:11]2[C:6](=[CH:7][CH:8]=[CH:9][CH:10]=2)[N:5]=[CH:4][C:3]=1[C:12]([O:14][CH2:15][CH3:16])=[O:13].OC1C2C(=CC=C([C:28]([F:31])([F:30])[F:29])C=2)N=CC=1C(OCC)=O. (5) Given the product [N:32]1([CH2:37][CH2:38][NH:39][C:28]([CH:9]2[CH:8]([C:4]3[CH:5]=[CH:6][CH:7]=[C:2]([Cl:1])[C:3]=3[F:31])[C:12]([C:15]3[CH:20]=[CH:19][C:18]([Cl:21])=[CH:17][C:16]=3[F:22])([C:13]#[N:14])[CH:11]([CH2:23][C:24]([CH3:25])([CH3:27])[CH3:26])[NH:10]2)=[O:30])[CH:36]=[CH:35][N:34]=[N:33]1, predict the reactants needed to synthesize it. The reactants are: [Cl:1][C:2]1[C:3]([F:31])=[C:4]([CH:8]2[C:12]([C:15]3[CH:20]=[CH:19][C:18]([Cl:21])=[CH:17][C:16]=3[F:22])([C:13]#[N:14])[CH:11]([CH2:23][C:24]([CH3:27])([CH3:26])[CH3:25])[NH:10][CH:9]2[C:28]([OH:30])=O)[CH:5]=[CH:6][CH:7]=1.[N:32]1([CH2:37][CH2:38][NH2:39])[CH:36]=[CH:35][N:34]=[N:33]1.CN(C(ON1N=NC2C=CC=NC1=2)=[N+](C)C)C.F[P-](F)(F)(F)(F)F.CCN(C(C)C)C(C)C. (6) Given the product [CH3:1][N:2]([C:3]1[N:4]([CH3:14])[N:5]=[C:6]([C:8]2[CH:9]=[N:10][CH:11]=[CH:12][CH:13]=2)[CH:7]=1)[C:15]([NH:30][CH2:29][CH2:28][S:27][CH3:26])=[O:16], predict the reactants needed to synthesize it. The reactants are: [CH3:1][NH:2][C:3]1[N:4]([CH3:14])[N:5]=[C:6]([C:8]2[CH:9]=[N:10][CH:11]=[CH:12][CH:13]=2)[CH:7]=1.[C:15](Cl)(Cl)=[O:16].C1(C)C=CC=CC=1.[CH3:26][S:27][CH2:28][CH2:29][NH2:30]. (7) Given the product [Cl:22][C:16]1[CH:15]=[C:14]([N:13]2[C:11](=[O:12])[C@:10]([CH2:9][C:6]3[CH:7]=[CH:8][C:3]([C:1]#[N:2])=[CH:4][CH:5]=3)([CH3:23])[N:24]3[CH:29]=[CH:28][N:27]=[C:25]23)[CH:19]=[C:18]([Cl:20])[C:17]=1[F:21], predict the reactants needed to synthesize it. The reactants are: [C:1]([C:3]1[CH:8]=[CH:7][C:6]([CH2:9][C@:10]([NH:24][C:25]([NH:27][CH2:28][CH:29](OC)OC)=O)([CH3:23])[C:11]([NH:13][C:14]2[CH:19]=[C:18]([Cl:20])[C:17]([F:21])=[C:16]([Cl:22])[CH:15]=2)=[O:12])=[CH:5][CH:4]=1)#[N:2].C1C=CC(P(C2C=CC=CC=2)C2C=CC=CC=2)=CC=1.CCN(CC)CC.C(Cl)(Cl)(Cl)Cl.O.C1(C)C=CC(S(O)(=O)=O)=CC=1.CCCCCCC.C(OC(C)C)(=O)C.